Task: Predict the reactants needed to synthesize the given product.. Dataset: Full USPTO retrosynthesis dataset with 1.9M reactions from patents (1976-2016) (1) Given the product [F:15][C:16]([F:27])([F:26])[C:17]1[CH:22]=[CH:21][C:20]([C:2]2[CH:7]=[CH:6][C:5]([CH2:8][CH2:9][CH2:10][CH2:11][C:12]([OH:14])=[O:13])=[CH:4][CH:3]=2)=[CH:19][CH:18]=1, predict the reactants needed to synthesize it. The reactants are: Br[C:2]1[CH:7]=[CH:6][C:5]([CH2:8][CH2:9][CH2:10][CH2:11][C:12]([OH:14])=[O:13])=[CH:4][CH:3]=1.[F:15][C:16]([F:27])([F:26])[C:17]1[CH:22]=[CH:21][C:20](B(O)O)=[CH:19][CH:18]=1.C(=O)([O-])[O-].[Na+].[Na+].O. (2) The reactants are: N(C(OCC)=O)=NC(OCC)=O.[Cl:13][C:14]1[CH:33]=[CH:32][C:17]([NH:18][C:19]2[C:28]3[C:23](=[CH:24][C:25]([OH:31])=[C:26]([O:29][CH3:30])[CH:27]=3)[N:22]=[CH:21][N:20]=2)=[C:16]([F:34])[CH:15]=1.O[CH2:36][CH2:37][CH2:38][N:39]1[C:44](=[O:45])[CH2:43][O:42][CH2:41][C:40]1=[O:46].C1(P(C2C=CC=CC=2)C2C=CC=CC=2)C=CC=CC=1. Given the product [ClH:13].[Cl:13][C:14]1[CH:33]=[CH:32][C:17]([NH:18][C:19]2[C:28]3[C:23](=[CH:24][C:25]([O:31][CH2:36][CH2:37][CH2:38][N:39]4[C:44](=[O:45])[CH2:43][O:42][CH2:41][C:40]4=[O:46])=[C:26]([O:29][CH3:30])[CH:27]=3)[N:22]=[CH:21][N:20]=2)=[C:16]([F:34])[CH:15]=1, predict the reactants needed to synthesize it. (3) Given the product [CH2:4]([N:3]([CH2:2][CH3:1])[CH2:6][CH2:7][NH:8][C:9]1[C:10]2=[C:11]3[C:12]([N:15]=[CH:16][N:17]3[C:18]3[C:19]([C:20]2=[O:21])=[CH:22][C:23]([O:26][C:30](=[O:38])[CH2:31][CH2:32][CH2:33][CH2:34][CH2:35][CH2:36][CH3:37])=[CH:24][CH:25]=3)=[CH:13][CH:14]=1)[CH3:5], predict the reactants needed to synthesize it. The reactants are: [CH3:1][CH2:2][N:3]([CH2:6][CH2:7][NH:8][C:9]1[CH:14]=[CH:13][C:12]2[N:15]=[CH:16][N:17]3[C:18]4[CH:25]=[CH:24][C:23]([OH:26])=[CH:22][C:19]=4[C:20](=[O:21])[C:10]=1[C:11]=23)[CH2:4][CH3:5].O.Cl.Cl.[C:30](O)(=[O:38])[CH2:31][CH2:32][CH2:33][CH2:34][CH2:35][CH2:36][CH3:37].Cl.CN(C)CCCN=C=NCC.C(N(CC)CC)C. (4) Given the product [CH2:1]([O:3][C:4]([C:6]1([C:9]2[CH:10]=[CH:11][C:12]([C:15]3[CH:20]=[CH:19][C:18]([C:21]4[O:25][N:24]=[C:23]([CH3:26])[C:22]=4[C:27]([OH:29])=[O:28])=[CH:17][CH:16]=3)=[CH:13][CH:14]=2)[CH2:8][CH2:7]1)=[O:5])[CH3:2], predict the reactants needed to synthesize it. The reactants are: [CH2:1]([O:3][C:4]([C:6]1([C:9]2[CH:14]=[CH:13][C:12]([C:15]3[CH:20]=[CH:19][C:18]([C:21]4[O:25][N:24]=[C:23]([CH3:26])[C:22]=4[C:27]([O:29]CC4C=CC=CC=4)=[O:28])=[CH:17][CH:16]=3)=[CH:11][CH:10]=2)[CH2:8][CH2:7]1)=[O:5])[CH3:2]. (5) Given the product [CH3:1][C:2]12[O:11][CH:10]([CH3:12])[CH2:9][CH:8]3[CH2:13][CH:14]([CH3:15])[CH:5]([CH2:6][CH:7]13)[CH2:4][CH2:3]2, predict the reactants needed to synthesize it. The reactants are: [CH3:1][C:2]12[O:11][C:10]([CH3:12])=[CH:9][CH:8]3[CH2:13][CH:14]([CH3:15])[CH:5]([CH2:6][CH:7]13)[CH2:4][CH2:3]2.[H][H]. (6) Given the product [ClH:36].[NH2:27][CH2:26][C@@H:25]([C:3]1[CH:4]=[CH:5][C:6]([C:8]2[C:9]3[C:10]4[CH:24]=[CH:23][S:22][C:11]=4[C:12](=[O:21])[NH:13][C:14]=3[C:15]([CH3:20])=[CH:16][C:17]=2[O:18][CH3:19])=[CH:7][C:2]=1[F:1])[CH3:35], predict the reactants needed to synthesize it. The reactants are: [F:1][C:2]1[CH:7]=[C:6]([C:8]2[C:9]3[C:10]4[CH:24]=[CH:23][S:22][C:11]=4[C:12](=[O:21])[NH:13][C:14]=3[C:15]([CH3:20])=[CH:16][C:17]=2[O:18][CH3:19])[CH:5]=[CH:4][C:3]=1[C@@H:25]([CH3:35])[CH2:26][NH:27]C(=O)OC(C)(C)C.[ClH:36]. (7) Given the product [CH3:34][O:31][C:28](=[O:29])[C:4]1[CH:5]=[CH:6][C:7]([CH:10]2[CH2:11][CH2:12][N:13]([C:20]3[CH:27]=[CH:26][C:23]([CH:24]=[O:25])=[CH:22][CH:21]=3)[CH2:14][CH2:15]2)=[CH:8][CH:9]=1, predict the reactants needed to synthesize it. The reactants are: Cl.CO[C:4]1[CH:9]=[CH:8][C:7]([CH:10]2[CH2:15][CH2:14][NH:13][CH2:12][CH2:11]2)=[C:6](C(O)=O)[CH:5]=1.F[C:20]1[CH:27]=[CH:26][C:23]([CH:24]=[O:25])=[CH:22][CH:21]=1.[C:28]([O-:31])([O-])=[O:29].[K+].[K+].[CH3:34]N(C=O)C. (8) Given the product [CH2:6]1[CH2:5][CH:4]([NH2:1])[CH2:12][C:11]2[N:10]3[CH:13]=[CH:14][CH:15]=[CH:16][C:9]3=[CH:8][C:7]1=2, predict the reactants needed to synthesize it. The reactants are: [N:1]([CH:4]1[CH2:12][C:11]2[N:10]3[CH:13]=[CH:14][CH:15]=[CH:16][C:9]3=[CH:8][C:7]=2[CH2:6][CH2:5]1)=[N+]=[N-]. (9) Given the product [CH2:3]([NH:6][CH2:7][CH2:8][CH2:9][O:10][C:11]1[CH:16]=[CH:15][C:14]([C:17]2[CH:22]=[CH:21][C:20]([C:23]([OH:25])=[O:24])=[CH:19][CH:18]=2)=[CH:13][C:12]=1[C:28]1[CH:37]=[CH:36][C:35]2[C:34]([CH3:39])([CH3:38])[CH2:33][CH2:32][C:31]([CH3:40])([CH3:41])[C:30]=2[CH:29]=1)[CH2:4][CH3:5], predict the reactants needed to synthesize it. The reactants are: [OH-].[Na+].[CH2:3]([NH:6][CH2:7][CH2:8][CH2:9][O:10][C:11]1[CH:16]=[CH:15][C:14]([C:17]2[CH:22]=[CH:21][C:20]([C:23]([O:25]CC)=[O:24])=[CH:19][CH:18]=2)=[CH:13][C:12]=1[C:28]1[CH:37]=[CH:36][C:35]2[C:34]([CH3:39])([CH3:38])[CH2:33][CH2:32][C:31]([CH3:41])([CH3:40])[C:30]=2[CH:29]=1)[CH2:4][CH3:5]. (10) Given the product [NH2:8][C:7]1[C:6]2[C:5](=[CH:4][CH:3]=[C:2]([Br:1])[CH:9]=2)[NH:10][C:11]=1[C:12]#[N:13], predict the reactants needed to synthesize it. The reactants are: [Br:1][C:2]1[CH:3]=[CH:4][C:5]([NH:10][CH2:11][C:12]#[N:13])=[C:6]([CH:9]=1)[C:7]#[N:8].C([O-])([O-])=O.[K+].[K+].